The task is: Binary Classification. Given a drug SMILES string, predict its activity (active/inactive) in a high-throughput screening assay against a specified biological target.. This data is from Cav3 T-type calcium channel HTS with 100,875 compounds. (1) The molecule is o1nc(c(c1C)C(=O)N\N=C\c1cc(OC)ccc1)c1ccccc1. The result is 0 (inactive). (2) The drug is Ic1c2OCCC(NC(=O)C(NC(=O)C(NC(=O)c2cc([N+]([O-])=O)c1)CO)Cc1ccc(O)cc1)C(=O)NC(CC(O)=O)C(=O)N. The result is 0 (inactive). (3) The compound is S(c1n(CCCOC)c(nn1)c1c(occ1)C)CC(=O)Nc1sc(nn1)C. The result is 0 (inactive). (4) The result is 0 (inactive). The compound is O=C1CC(CC(=O)/C1=C\NCC(O)c1ccccc1)(C)C. (5) The molecule is s1c2c(nc1NC(=O)c1cc([N+]([O-])=O)c(N3CCCCC3)cc1)c(ccc2C)C. The result is 0 (inactive). (6) The drug is O=C(NCCc1ccc(OC)cc1)C1N(C2C(C1)Cn1c2nc2c1cc(c(c2)C)C)C. The result is 0 (inactive). (7) The compound is Brc1ccc(S(=O)(=O)Cc2oc(C(=O)N3CC(CCC3)C(OCC)=O)cc2)cc1. The result is 0 (inactive).